This data is from Forward reaction prediction with 1.9M reactions from USPTO patents (1976-2016). The task is: Predict the product of the given reaction. (1) The product is: [O:17]1[CH2:18][CH2:19][O:20][CH:16]1[C:12]1[CH:11]=[C:10]([NH:1][C:2]2[CH:7]=[CH:6][CH:5]=[C:4]([CH3:8])[CH:3]=2)[CH:15]=[CH:14][CH:13]=1. Given the reactants [NH2:1][C:2]1[CH:7]=[CH:6][CH:5]=[C:4]([CH3:8])[CH:3]=1.Br[C:10]1[CH:11]=[C:12]([CH:16]2[O:20][CH2:19][CH2:18][O:17]2)[CH:13]=[CH:14][CH:15]=1.CC(C)([O-])C.[Na+].C(P(C(C)(C)C)C(C)(C)C)(C)(C)C, predict the reaction product. (2) The product is: [N:40]1([CH:2]([CH3:32])[C:3]([NH:5][C:6]2[CH:7]=[C:8]([NH:17][C:18]([C:20]3[CH:25]=[CH:24][C:23]([C:26]4[CH:31]=[CH:30][CH:29]=[CH:28][CH:27]=4)=[CH:22][CH:21]=3)=[O:19])[CH:9]=[CH:10][C:11]=2[O:12][C:13]([F:16])([F:15])[F:14])=[O:4])[CH2:45][CH2:44][O:43][CH2:42][CH2:41]1. Given the reactants Cl[CH:2]([CH3:32])[C:3]([NH:5][C:6]1[CH:7]=[C:8]([NH:17][C:18]([C:20]2[CH:25]=[CH:24][C:23]([C:26]3[CH:31]=[CH:30][CH:29]=[CH:28][CH:27]=3)=[CH:22][CH:21]=2)=[O:19])[CH:9]=[CH:10][C:11]=1[O:12][C:13]([F:16])([F:15])[F:14])=[O:4].C(N(CC)CC)C.[NH:40]1[CH2:45][CH2:44][O:43][CH2:42][CH2:41]1.[I-].[K+], predict the reaction product. (3) Given the reactants [Cl:1][C:2]1[CH:7]=[CH:6][CH:5]=[C:4]([F:8])[C:3]=1[CH2:9][CH:10]([C:20]1[S:24][C:23]([C:25]2[CH:30]=[CH:29][C:28]([C:31]([F:34])([F:33])[F:32])=[CH:27][CH:26]=2)=[N:22][C:21]=1[CH3:35])[S:11][C:12]1[CH:17]=[CH:16][C:15]([OH:18])=[C:14]([CH3:19])[CH:13]=1.C(=O)([O-])[O-].[K+].[K+].[CH2:42]([O:45][C:46](=[O:49])[CH2:47]Br)[CH:43]=[CH2:44], predict the reaction product. The product is: [CH2:42]([O:45][C:46](=[O:49])[CH2:47][O:18][C:15]1[CH:16]=[CH:17][C:12]([S:11][CH:10]([C:20]2[S:24][C:23]([C:25]3[CH:26]=[CH:27][C:28]([C:31]([F:34])([F:33])[F:32])=[CH:29][CH:30]=3)=[N:22][C:21]=2[CH3:35])[CH2:9][C:3]2[C:4]([F:8])=[CH:5][CH:6]=[CH:7][C:2]=2[Cl:1])=[CH:13][C:14]=1[CH3:19])[CH:43]=[CH2:44]. (4) Given the reactants B(Br)(Br)Br.[F:5][C:6]([F:27])([F:26])[S:7]([O:10][C:11]1[CH:16]=[CH:15][CH:14]=[C:13]([O:17]C)[C:12]=1[CH2:19][N:20]1[CH2:25][CH2:24][O:23][CH2:22][CH2:21]1)(=[O:9])=[O:8].Cl, predict the reaction product. The product is: [F:27][C:6]([F:5])([F:26])[S:7]([O:10][C:11]1[CH:16]=[CH:15][CH:14]=[C:13]([OH:17])[C:12]=1[CH2:19][N:20]1[CH2:21][CH2:22][O:23][CH2:24][CH2:25]1)(=[O:9])=[O:8]. (5) The product is: [CH3:1][O:2][C:3]1[C:11]2[NH:10][C:9]([C:12]3[S:13][CH:14]=[CH:15][CH:16]=3)=[N:8][C:7]=2[C:6]([C:17]([NH:27][CH:23]2[CH2:24][CH2:25][CH2:26][N:21]([CH3:20])[CH2:22]2)=[O:19])=[CH:5][CH:4]=1. Given the reactants [CH3:1][O:2][C:3]1[C:11]2[N:10]=[C:9]([C:12]3[S:13][CH:14]=[CH:15][CH:16]=3)[NH:8][C:7]=2[C:6]([C:17]([OH:19])=O)=[CH:5][CH:4]=1.[CH3:20][N:21]1[CH2:26][CH2:25][CH2:24][CH:23]([NH2:27])[CH2:22]1, predict the reaction product. (6) Given the reactants [CH3:1][C:2]1([CH3:23])[CH2:7][C:6]([CH3:9])([CH3:8])[CH2:5][C:4]([C:10]2[CH:15]=[CH:14][CH:13]=[CH:12][C:11]=2[NH:16][C:17](=[O:22])[C:18]([CH3:21])([CH3:20])[CH3:19])=[CH:3]1, predict the reaction product. The product is: [CH3:1][C:2]1([CH3:23])[CH2:7][C:6]([CH3:8])([CH3:9])[CH2:5][CH:4]([C:10]2[CH:15]=[CH:14][CH:13]=[CH:12][C:11]=2[NH:16][C:17](=[O:22])[C:18]([CH3:21])([CH3:20])[CH3:19])[CH2:3]1. (7) Given the reactants [Cl:1][C:2]1[C:3]([N:24]2[CH2:29][CH2:28][CH2:27][C@H:26]([NH:30]C(=O)OC(C)(C)C)[CH2:25]2)=[N:4][C:5]([N:8]2[C:16]3[CH:15]=[C:14]([C:17]4[CH:22]=[N:21][CH:20]=[C:19]([CH3:23])[N:18]=4)[N:13]=[CH:12][C:11]=3[CH:10]=[N:9]2)=[CH:6][CH:7]=1.Cl, predict the reaction product. The product is: [Cl:1][C:2]1[C:3]([N:24]2[CH2:29][CH2:28][CH2:27][C@H:26]([NH2:30])[CH2:25]2)=[N:4][C:5]([N:8]2[C:16]3[CH:15]=[C:14]([C:17]4[CH:22]=[N:21][CH:20]=[C:19]([CH3:23])[N:18]=4)[N:13]=[CH:12][C:11]=3[CH:10]=[N:9]2)=[CH:6][CH:7]=1. (8) Given the reactants [CH3:1][C:2]1[C:3]([NH:15][C:16]2[CH:26]=[CH:25][C:19]([C:20]([O:22][CH2:23][CH3:24])=[O:21])=[CH:18][CH:17]=2)=[CH:4][C:5]2[C:6]([CH3:14])([CH3:13])[CH2:7][CH:8]=[C:9]([CH3:12])[C:10]=2[CH:11]=1.[CH:27]1([CH:30]=O)[CH2:29][CH2:28]1, predict the reaction product. The product is: [CH:27]1([CH2:30][N:15]([C:3]2[C:2]([CH3:1])=[CH:11][C:10]3[C:9]([CH3:12])=[CH:8][CH2:7][C:6]([CH3:14])([CH3:13])[C:5]=3[CH:4]=2)[C:16]2[CH:17]=[CH:18][C:19]([C:20]([O:22][CH2:23][CH3:24])=[O:21])=[CH:25][CH:26]=2)[CH2:29][CH2:28]1.